Dataset: Catalyst prediction with 721,799 reactions and 888 catalyst types from USPTO. Task: Predict which catalyst facilitates the given reaction. (1) Reactant: [H-].[Na+].[CH2:3]([OH:10])[C:4]1[CH:9]=[CH:8][CH:7]=[CH:6][CH:5]=1.[NH2:11][C:12]1[N:17]=[C:16](S(C)(=O)=O)[C:15]([C:22]2[CH:23]=[CH:24][C:25](=[O:31])[N:26]([CH:28]([CH3:30])[CH3:29])[N:27]=2)=[C:14]([C:32]2[CH:37]=[CH:36][CH:35]=[CH:34][CH:33]=2)[N:13]=1.O. Product: [NH2:11][C:12]1[N:17]=[C:16]([O:10][CH2:3][C:4]2[CH:9]=[CH:8][CH:7]=[CH:6][CH:5]=2)[C:15]([C:22]2[CH:23]=[CH:24][C:25](=[O:31])[N:26]([CH:28]([CH3:30])[CH3:29])[N:27]=2)=[C:14]([C:32]2[CH:33]=[CH:34][CH:35]=[CH:36][CH:37]=2)[N:13]=1. The catalyst class is: 80. (2) Reactant: Cl.[NH2:2][OH:3].[C:4]([C:6]1[CH:15]=[CH:14][CH:13]=[C:12]2[C:7]=1[CH:8]=[CH:9][N:10]=[C:11]2[CH2:16][CH2:17][C:18]([O:20][C:21]([CH3:24])([CH3:23])[CH3:22])=[O:19])#[N:5].C(=O)(O)[O-].[Na+]. Product: [OH:3][NH:2][C:4](=[NH:5])[C:6]1[CH:15]=[CH:14][CH:13]=[C:12]2[C:7]=1[CH:8]=[CH:9][N:10]=[C:11]2[CH2:16][CH2:17][C:18]([O:20][C:21]([CH3:23])([CH3:22])[CH3:24])=[O:19]. The catalyst class is: 8. (3) Reactant: [Cl:1][C:2]1[C:3]([F:35])=[C:4]([C@@H:8]2[C@:12]([C:15]3[CH:20]=[CH:19][C:18]([Cl:21])=[CH:17][C:16]=3[F:22])([C:13]#[N:14])[C@H:11]([CH2:23][C:24]([CH3:27])([CH3:26])[CH3:25])[CH2:10][N:9]2[C:28](NCC(O)=O)=O)[CH:5]=[CH:6][CH:7]=1.CCN(C(C)C)C(C)C.C[N:46]([C:48]([O:52]N1N=NC2C=CC=NC1=2)=[N+](C)C)C.F[P-](F)(F)(F)(F)F.[Cl-].[NH4+]. Product: [Cl:1][C:2]1[C:3]([F:35])=[C:4]([C@@H:8]2[C@:12]([C:15]3[CH:20]=[CH:19][C:18]([Cl:21])=[CH:17][C:16]=3[F:22])([C:13]#[N:14])[C@H:11]([CH2:23][C:24]([CH3:25])([CH3:26])[CH3:27])[CH2:10][N:9]2[CH2:28][C:48]([NH2:46])=[O:52])[CH:5]=[CH:6][CH:7]=1. The catalyst class is: 9. (4) The catalyst class is: 429. Reactant: [CH3:1][O:2][C:3]1[CH:12]=[C:11]2[C:6]([N:7]=[CH:8][C:9](=[O:34])[N:10]2[CH2:13][CH2:14][CH2:15][NH:16][C@H:17]2[CH2:21][N:20]([C:22]3[CH:23]=[CH:24][C:25]4[O:30][CH2:29][C:28](=[O:31])[NH:27][C:26]=4[CH:32]=3)[C:19](=[O:33])[CH2:18]2)=[CH:5][CH:4]=1.[ClH:35].O1CCOCC1. Product: [OH2:2].[ClH:35].[CH3:1][O:2][C:3]1[CH:12]=[C:11]2[C:6]([N:7]=[CH:8][C:9](=[O:34])[N:10]2[CH2:13][CH2:14][CH2:15][NH:16][C@H:17]2[CH2:21][N:20]([C:22]3[CH:23]=[CH:24][C:25]4[O:30][CH2:29][C:28](=[O:31])[NH:27][C:26]=4[CH:32]=3)[C:19](=[O:33])[CH2:18]2)=[CH:5][CH:4]=1. (5) Reactant: [CH3:1][N:2]([CH3:18])[C:3]1[CH:8]=[CH:7][C:6]([CH2:9][NH:10][C:11]2[CH:16]=[CH:15][C:14]([F:17])=[CH:13][CH:12]=2)=[CH:5][CH:4]=1.[CH:19]([C:22]1[CH:27]=[CH:26][CH:25]=[C:24]([CH:28]([CH3:30])[CH3:29])[C:23]=1[N:31]=[C:32]=[O:33])([CH3:21])[CH3:20]. Product: [CH:19]([C:22]1[CH:27]=[CH:26][CH:25]=[C:24]([CH:28]([CH3:29])[CH3:30])[C:23]=1[NH:31][C:32](=[O:33])[N:10]([CH2:9][C:6]1[CH:5]=[CH:4][C:3]([N:2]([CH3:18])[CH3:1])=[CH:8][CH:7]=1)[C:11]1[CH:16]=[CH:15][C:14]([F:17])=[CH:13][CH:12]=1)([CH3:20])[CH3:21]. The catalyst class is: 48. (6) Reactant: [OH:1][C:2]1[CH:11]=[C:10]2[C:5]([C:6](=[O:18])[CH2:7][CH:8]([C:12]3[CH:17]=[CH:16][CH:15]=[CH:14][CH:13]=3)[O:9]2)=[CH:4][CH:3]=1.C1(P(C2C=CC=CC=2)C2C=CC=CC=2)C=CC=CC=1.[N:38]1([CH2:43][CH2:44]O)[CH:42]=[CH:41][N:40]=[CH:39]1.N(C(OCC)=O)=NC(OCC)=O. Product: [N:38]1([CH2:43][CH2:44][O:1][C:2]2[CH:11]=[C:10]3[C:5]([C:6](=[O:18])[CH2:7][CH:8]([C:12]4[CH:17]=[CH:16][CH:15]=[CH:14][CH:13]=4)[O:9]3)=[CH:4][CH:3]=2)[CH:42]=[CH:41][N:40]=[CH:39]1. The catalyst class is: 1. (7) Reactant: Cl.[NH2:2][C@H:3]1[CH2:10][CH2:9][CH2:8][NH:7][C:5](=[O:6])[CH2:4]1.C([O-])([O-])=O.[Na+].[Na+].[CH2:17]([S:35](Cl)(=[O:37])=[O:36])[CH2:18][CH2:19][CH2:20][CH2:21][CH2:22][CH2:23][CH2:24][CH2:25][CH2:26][CH2:27][CH2:28][CH2:29][CH2:30][CH2:31][CH2:32][CH2:33][CH3:34]. Product: [CH2:17]([S:35]([NH:2][C@H:3]1[CH2:10][CH2:9][CH2:8][NH:7][C:5](=[O:6])[CH2:4]1)(=[O:37])=[O:36])[CH2:18][CH2:19][CH2:20][CH2:21][CH2:22][CH2:23][CH2:24][CH2:25][CH2:26][CH2:27][CH2:28][CH2:29][CH2:30][CH2:31][CH2:32][CH2:33][CH3:34]. The catalyst class is: 229.